Dataset: Reaction yield outcomes from USPTO patents with 853,638 reactions. Task: Predict the reaction yield, written as a fraction of the theoretical maximum amount of product (1.0 means a 100% yield; for example, 0.34 means a 34% yield). (1) The reactants are C([O:3][C:4]([CH:6]1[CH2:10][CH2:9][CH2:8][CH:7]1[C:11]([N:13]1[CH2:18][CH2:17][N:16]([C:19]2[CH:24]=[CH:23][C:22]([NH:25][C:26]([C:28]3[N:29]=[C:30]([C:37]4[CH:42]=[CH:41][CH:40]=[CH:39][CH:38]=4)[O:31][C:32]=3[C:33]([F:36])([F:35])[F:34])=[O:27])=[CH:21][CH:20]=2)[CH2:15][CH2:14]1)=[O:12])=[O:5])C.[OH-].[Li+]. The catalyst is C(O)C.O. The product is [C:37]1([C:30]2[O:31][C:32]([C:33]([F:34])([F:35])[F:36])=[C:28]([C:26]([NH:25][C:22]3[CH:23]=[CH:24][C:19]([N:16]4[CH2:17][CH2:18][N:13]([C:11]([CH:7]5[CH2:8][CH2:9][CH2:10][CH:6]5[C:4]([OH:5])=[O:3])=[O:12])[CH2:14][CH2:15]4)=[CH:20][CH:21]=3)=[O:27])[N:29]=2)[CH:42]=[CH:41][CH:40]=[CH:39][CH:38]=1. The yield is 0.280. (2) The reactants are [NH2:1][C:2]1[N:7]=[CH:6][C:5](/[CH:8]=[CH:9]/[C:10]([O:12]CC2C=CC=CC=2)=[O:11])=[CH:4][CH:3]=1.[OH-].[Na+]. The catalyst is CO. The product is [NH2:1][C:2]1[N:7]=[CH:6][C:5](/[CH:8]=[CH:9]/[C:10]([OH:12])=[O:11])=[CH:4][CH:3]=1. The yield is 0.720. (3) The reactants are [CH2:1]([C:4]1[CH:44]=[C:43]([F:45])[CH:42]=[CH:41][C:5]=1[CH2:6][O:7][CH2:8][C:9]1[CH:40]=[C:12]2[N:13]=[C:14]([CH3:39])[C:15]([C@H:28]([O:34][C:35]([CH3:38])([CH3:37])[CH3:36])[C:29]([O:31][CH2:32][CH3:33])=[O:30])=[C:16]([N:17]3[CH2:22][CH2:21][C:20]([O:24][CH2:25][CH:26]=[CH2:27])([CH3:23])[CH2:19][CH2:18]3)[N:11]2[N:10]=1)C=C.[BH4-].[Na+]. The catalyst is Cl[Ru](=C1N(C2C(C)=CC(C)=CC=2C)CCN1C1C(C)=CC(C)=CC=1C)(Cl)(=CC1C=CC=CC=1)[P](C1CCCCC1)(C1CCCCC1)C1CCCCC1.C(Cl)Cl. The product is [C:35]([O:34][C@@H:28]([C:15]1[C:14]([CH3:39])=[N:13][C:12]2=[CH:40][C:9]3=[N:10][N:11]2[C:16]=1[N:17]1[CH2:22][CH2:21][C:20]([CH3:23])([O:24][CH2:25][CH2:26][CH2:27][CH2:1][C:4]2[CH:44]=[C:43]([F:45])[CH:42]=[CH:41][C:5]=2[CH2:6][O:7][CH2:8]3)[CH2:19][CH2:18]1)[C:29]([O:31][CH2:32][CH3:33])=[O:30])([CH3:37])([CH3:38])[CH3:36]. The yield is 0.447. (4) The yield is 0.830. The reactants are [NH2:1][C:2]1[CH:17]=[CH:16][C:15]([Br:18])=[CH:14][C:3]=1[C:4]([NH:6][C:7]1[CH:12]=[CH:11][CH:10]=[CH:9][C:8]=1[Cl:13])=[O:5].[Cl:19][CH2:20][C:21](Cl)=O. The product is [Br:18][C:15]1[CH:14]=[C:3]2[C:2](=[CH:17][CH:16]=1)[N:1]=[C:21]([CH2:20][Cl:19])[N:6]([C:7]1[CH:12]=[CH:11][CH:10]=[CH:9][C:8]=1[Cl:13])[C:4]2=[O:5]. The catalyst is C(O)(=O)C. (5) The reactants are [CH3:1][O:2][C:3]1[CH:8]=[CH:7][C:6]([F:9])=[CH:5][C:4]=1[CH:10]([OH:15])[CH2:11][CH2:12][CH:13]=[CH2:14].[Br:16]N1C(=O)CCC1=O. The catalyst is C(Cl)Cl. The product is [Br:16][CH2:14][CH:13]1[CH2:12][CH2:11][CH:10]([C:4]2[CH:5]=[C:6]([F:9])[CH:7]=[CH:8][C:3]=2[O:2][CH3:1])[O:15]1. The yield is 0.440. (6) The reactants are [CH3:1]/[CH:2]=[CH:3]/[C:4]1[CH:9]=[CH:8][CH:7]=[CH:6][CH:5]=1.[OH:10]OS([O-])=O.[K+].C([O-])([O-])=O.[K+].[K+]. The catalyst is C(#N)C.C(N(CC([O-])=O)CC(O)=O)CN(CC([O-])=O)CC(O)=O.[Na+].[Na+].S([O-])(O)(=O)=O.C([N+](CCCC)(CCCC)CCCC)CCC.O. The product is [CH3:1][C@@H:2]1[O:10][C@H:3]1[C:4]1[CH:9]=[CH:8][CH:7]=[CH:6][CH:5]=1. The yield is 0.940. (7) The reactants are [CH3:1][C:2]([NH:5][S:6]([C:9]1[CH:14]=[CH:13][C:12]([NH:15]C(=O)C)=[CH:11][CH:10]=1)(=[O:8])=[O:7])([CH3:4])[CH3:3].Cl. The catalyst is [OH-].[Na+]. The product is [CH3:4][C:2]([NH:5][S:6]([C:9]1[CH:10]=[CH:11][C:12]([NH2:15])=[CH:13][CH:14]=1)(=[O:8])=[O:7])([CH3:1])[CH3:3]. The yield is 0.788.